This data is from Reaction yield outcomes from USPTO patents with 853,638 reactions. The task is: Predict the reaction yield, written as a fraction of the theoretical maximum amount of product (1.0 means a 100% yield; for example, 0.34 means a 34% yield). (1) The reactants are [CH3:1][C@@H:2]1[NH:7][CH2:6][CH2:5][N:4]([C:8]2[CH:13]=[CH:12][C:11]([S:14]([NH:17][C:18]3[S:19][CH:20]=[CH:21][N:22]=3)(=[O:16])=[O:15])=[CH:10][CH:9]=2)[CH2:3]1.[F:23][C:24]1[CH:25]=[C:26]2[C:30](=[CH:31][CH:32]=1)[N:29]([CH2:33][C:34](O)=[O:35])[CH:28]=[CH:27]2.CN(C(ON1N=NC2C=CC=NC1=2)=[N+](C)C)C.F[P-](F)(F)(F)(F)F.C(=O)(O)[O-].[Na+].Cl.S1C(N)=NC=N1. No catalyst specified. The product is [F:23][C:24]1[CH:25]=[C:26]2[C:30](=[CH:31][CH:32]=1)[N:29]([CH2:33][C:34]([N:7]1[CH2:6][CH2:5][N:4]([C:8]3[CH:13]=[CH:12][C:11]([S:14]([NH:17][C:18]4[S:19][CH:20]=[CH:21][N:22]=4)(=[O:15])=[O:16])=[CH:10][CH:9]=3)[CH2:3][C@@H:2]1[CH3:1])=[O:35])[CH:28]=[CH:27]2. The yield is 0.530. (2) The yield is 0.914. The catalyst is C1COCC1.CCCCCC. The product is [OH:4][C@H:5]1[CH2:22][CH2:21][C@@:20]2([CH3:23])[C@@H:7]([CH2:8][CH2:9][C@:10]3([CH3:48])[C@@H:19]2[CH2:18][CH2:17][C@H:16]2[C@@:11]3([CH3:47])[CH2:12][CH2:13][C@@:14]3([C:31]([N:33]4[CH2:34][CH2:35][CH:36]([O:39][CH2:40][CH2:41][O:42][CH2:43][CH2:44][O:45][CH3:46])[CH2:37][CH2:38]4)=[O:32])[CH2:26][CH2:25][C@@H:24]([C:27]4([CH3:30])[CH2:29][CH2:28]4)[C@@H:15]32)[C:6]1([CH3:50])[CH3:49]. The reactants are C([O:4][C@H:5]1[CH2:22][CH2:21][C@@:20]2([CH3:23])[C@@H:7]([CH2:8][CH2:9][C@:10]3([CH3:48])[C@@H:19]2[CH2:18][CH2:17][C@H:16]2[C@@:11]3([CH3:47])[CH2:12][CH2:13][C@@:14]3([C:31]([N:33]4[CH2:38][CH2:37][CH:36]([O:39][CH2:40][CH2:41][O:42][CH2:43][CH2:44][O:45][CH3:46])[CH2:35][CH2:34]4)=[O:32])[CH2:26][CH2:25][C@@H:24]([C:27]4([CH3:30])[CH2:29][CH2:28]4)[C@@H:15]32)[C:6]1([CH3:50])[CH3:49])(=O)C.CO. (3) The reactants are C(N=C=NC(C)C)(C)C.[CH:10]1[C:16](=[O:17])[NH:15][C:13](=[O:14])[N:12]([C@@H:18]2[O:22][C@H:21]([CH2:23][O:24][P:25]([O:28][P:29]([O:32][P:33]([OH:36])([OH:35])=[O:34])([OH:31])=[O:30])([OH:27])=[O:26])[C@@H:20]([OH:37])[C@H:19]2[OH:38])[CH:11]=1.C(N(CCCC)CCCC)CCC.C(N(CCCC)CCCC)CCC.[Cl-].[Mg+2].[Cl-].C1C(=O)NC(=O)N([C@@H]2O[C@H](COP(OP(OP(OP(OC[C@H]3O[C@@H](N4C(=O)NC(=O)C=C4)[C@H](O)[C@@H]3O)([O-])=O)([O-])=O)([O-])=O)([O-])=O)[C@@H](O)[C@H]2O)C=1.[Na+].[Na+].[Na+].[Na+]. The catalyst is CN(C)C=O. The product is [CH:10]1[C:16](=[O:17])[NH:15][C:13](=[O:14])[N:12]([C@@H:18]2[O:22][C@H:21]([CH2:23][O:24][P:25]([O:28][P:29]([O:32][P:33]([OH:35])([OH:36])=[O:34])([OH:31])=[O:30])([OH:27])=[O:26])[C@@H:20]([OH:37])[C@H:19]2[OH:38])[CH:11]=1. The yield is 0.842. (4) No catalyst specified. The yield is 0.510. The reactants are [NH2:1][C:2]1[N:11]=[CH:10][C:9]2[C:8](SC)=[N:7][CH:6]=[N:5][C:4]=2[CH:3]=1.[NH2:14][C:15]1[CH:20]=[CH:19][CH:18]=[CH:17][CH:16]=1. The product is [NH2:1][C:2]1[N:11]=[CH:10][C:9]2[C:8]([NH:14][C:15]3[CH:20]=[CH:19][CH:18]=[CH:17][CH:16]=3)=[N:7][CH:6]=[N:5][C:4]=2[CH:3]=1. (5) The catalyst is O=P(Cl)(Cl)Cl. The reactants are [N:1]1([CH2:6][C:7]2[CH:12]=[CH:11][C:10]([CH2:13][C:14](O)=O)=[CH:9][CH:8]=2)[CH:5]=[CH:4][CH:3]=[N:2]1.[Cl:17][C:18]1[N:23]=[CH:22][N:21]=[C:20]([NH2:24])[C:19]=1[NH2:25]. The yield is 0.530. The product is [N:1]1([CH2:6][C:7]2[CH:12]=[CH:11][C:10]([CH2:13][C:14]3[NH:25][C:19]4[C:20](=[N:21][CH:22]=[N:23][C:18]=4[Cl:17])[N:24]=3)=[CH:9][CH:8]=2)[CH:5]=[CH:4][CH:3]=[N:2]1. (6) The reactants are [Br:1][C:2]1[CH:7]=[CH:6][C:5]([C:8]([CH:10]2[CH2:12][CH2:11]2)=[O:9])=[CH:4][CH:3]=1.[CH3:13][Mg+].[Br-]. The catalyst is C1COCC1. The product is [Br:1][C:2]1[CH:3]=[CH:4][C:5]([C:8]([CH:10]2[CH2:11][CH2:12]2)([OH:9])[CH3:13])=[CH:6][CH:7]=1. The yield is 0.750. (7) The catalyst is CCO. The product is [C:18]([O:17][C:15]([N:12]1[CH2:11][CH2:10][N:9]([C:6]2[CH:5]=[C:4]3[C:3]([CH:33]=[C:27]([C:28]([OH:29])=[O:30])[C:26](=[O:31])[O:22]3)=[CH:8][CH:7]=2)[CH2:14][CH2:13]1)=[O:16])([CH3:20])([CH3:19])[CH3:21]. The yield is 0.940. The reactants are C([C:3]1[CH:8]=[CH:7][C:6]([N:9]2[CH2:14][CH2:13][N:12]([C:15]([O:17][C:18]([CH3:21])([CH3:20])[CH3:19])=[O:16])[CH2:11][CH2:10]2)=[CH:5][C:4]=1[OH:22])=O.CC1(C)[O:29][C:28](=[O:30])[CH2:27][C:26](=[O:31])O1.[CH2:33](N(CC)CC)C. (8) The reactants are [H-].[Na+].[CH2:3]([CH:10]([C:16]([O:18][CH2:19][CH3:20])=[O:17])[C:11]([O:13][CH2:14][CH3:15])=[O:12])[C:4]1[CH:9]=[CH:8][CH:7]=[CH:6][CH:5]=1.Br[CH2:22][C:23]([C:25]1[CH:30]=[CH:29][C:28]([Br:31])=[CH:27][CH:26]=1)=[O:24].O. The catalyst is O1CCCC1. The product is [CH2:3]([C:10]([CH2:22][C:23]([C:25]1[CH:30]=[CH:29][C:28]([Br:31])=[CH:27][CH:26]=1)=[O:24])([C:11]([O:13][CH2:14][CH3:15])=[O:12])[C:16]([O:18][CH2:19][CH3:20])=[O:17])[C:4]1[CH:9]=[CH:8][CH:7]=[CH:6][CH:5]=1. The yield is 0.943. (9) The reactants are [F:1][C:2]([F:13])([F:12])[C:3]1[CH:11]=[C:10]2[C:6]([CH:7]=[CH:8][NH:9]2)=[CH:5][CH:4]=1.C([Mg]Br)C.[CH3:18][C:19]1([CH3:27])[C:21]([CH3:23])([CH3:22])[CH:20]1[C:24](Cl)=[O:25]. The catalyst is ClCCl.[Cl-].[Zn+2].[Cl-]. The product is [CH3:18][C:19]1([CH3:27])[C:21]([CH3:23])([CH3:22])[CH:20]1[C:24]([C:7]1[C:6]2[C:10](=[CH:11][C:3]([C:2]([F:1])([F:12])[F:13])=[CH:4][CH:5]=2)[NH:9][CH:8]=1)=[O:25]. The yield is 0.100.